From a dataset of Peptide-MHC class II binding affinity with 134,281 pairs from IEDB. Regression. Given a peptide amino acid sequence and an MHC pseudo amino acid sequence, predict their binding affinity value. This is MHC class II binding data. (1) The MHC is DRB3_0202 with pseudo-sequence DRB3_0202. The peptide sequence is GAGAAPLSWSKEIYN. The binding affinity (normalized) is 0.252. (2) The peptide sequence is GELQIVDKIDRAFKI. The MHC is DRB5_0101 with pseudo-sequence DRB5_0101. The binding affinity (normalized) is 0.634. (3) The peptide sequence is IVLNHMTGAQSGKGT. The binding affinity (normalized) is 0.165. The MHC is HLA-DQA10301-DQB10302 with pseudo-sequence HLA-DQA10301-DQB10302. (4) The peptide sequence is SQDLELSWNLNLLQAY. The MHC is DRB1_1302 with pseudo-sequence DRB1_1302. The binding affinity (normalized) is 0.776. (5) The peptide sequence is MSEYKGPVTDVFYKE. The MHC is DRB1_0101 with pseudo-sequence DRB1_0101. The binding affinity (normalized) is 0.475. (6) The peptide sequence is SKFMQEINIEEQEYQ. The binding affinity (normalized) is 0.508. The MHC is DRB4_0101 with pseudo-sequence DRB4_0103. (7) The binding affinity (normalized) is 0.546. The MHC is DRB1_0405 with pseudo-sequence DRB1_0405. The peptide sequence is IDEVVAAFREARLRH. (8) The peptide sequence is KPKVYQWFDLRKY. The MHC is DRB1_1101 with pseudo-sequence DRB1_1101. The binding affinity (normalized) is 0.574.